Dataset: Forward reaction prediction with 1.9M reactions from USPTO patents (1976-2016). Task: Predict the product of the given reaction. (1) The product is: [CH2:1]([NH:8][C:9]([C:11]1[S:15][C:14]([C:16]2[CH:21]=[N:20][C:19]([CH2:22][CH2:23][CH2:24][C:25]3[CH:30]=[CH:29][CH:28]=[CH:27][CH:26]=3)=[CH:18][N:17]=2)=[N:13][C:12]=1[CH3:31])=[O:10])[C:2]1[CH:3]=[CH:4][CH:5]=[CH:6][CH:7]=1. Given the reactants [CH2:1]([NH:8][C:9]([C:11]1[S:15][C:14]([C:16]2[CH:21]=[N:20][C:19](/[CH:22]=[CH:23]/[CH2:24][C:25]3[CH:30]=[CH:29][CH:28]=[CH:27][CH:26]=3)=[CH:18][N:17]=2)=[N:13][C:12]=1[CH3:31])=[O:10])[C:2]1[CH:7]=[CH:6][CH:5]=[CH:4][CH:3]=1, predict the reaction product. (2) Given the reactants [F:1][C:2]1[CH:26]=[CH:25][CH:24]=[C:23]([F:27])[C:3]=1[C:4]([NH:6][C:7](=[O:22])[N:8]([C:10]1[CH:15]=[CH:14][C:13]([S:16][CH:17]([F:19])[F:18])=[C:12]([CH3:20])[C:11]=1[CH3:21])[CH3:9])=[O:5].IC.[H-].[Na+].[CH3:32]OC(C)(C)C, predict the reaction product. The product is: [F:1][C:2]1[CH:26]=[CH:25][CH:24]=[C:23]([F:27])[C:3]=1[C:4]([N:6]([CH3:32])[C:7]([N:8]([C:10]1[CH:15]=[CH:14][C:13]([S:16][CH:17]([F:18])[F:19])=[C:12]([CH3:20])[C:11]=1[CH3:21])[CH3:9])=[O:22])=[O:5]. (3) Given the reactants C(OC([NH:8][CH2:9][CH2:10][NH:11][C:12]1[N:17]=[C:16]([O:18][C:19]2[CH:20]=[C:21]([CH3:33])[C:22]3[CH:26]([CH2:27][C:28]([OH:30])=[O:29])[O:25][B:24]([OH:31])[C:23]=3[CH:32]=2)[CH:15]=[CH:14][N:13]=1)=O)(C)(C)C.[ClH:34], predict the reaction product. The product is: [ClH:34].[NH2:8][CH2:9][CH2:10][NH:11][C:12]1[N:17]=[C:16]([O:18][C:19]2[CH:20]=[C:21]([CH3:33])[C:22]3[CH:26]([CH2:27][C:28]([OH:30])=[O:29])[O:25][B:24]([OH:31])[C:23]=3[CH:32]=2)[CH:15]=[CH:14][N:13]=1. (4) Given the reactants Br[C:2]1[S:6][C:5]([CH:7]2[O:11][CH2:10][CH2:9][O:8]2)=[CH:4][CH:3]=1.[CH3:12][N:13]1[CH2:22][CH2:21][C:20]2[C:15](=[CH:16][CH:17]=[C:18](B3OC(C)(C)C(C)(C)O3)[CH:19]=2)[C:14]1=[O:32], predict the reaction product. The product is: [O:8]1[CH2:9][CH2:10][O:11][CH:7]1[C:5]1[S:6][C:2]([C:18]2[CH:19]=[C:20]3[C:15](=[CH:16][CH:17]=2)[C:14](=[O:32])[N:13]([CH3:12])[CH2:22][CH2:21]3)=[CH:3][CH:4]=1. (5) Given the reactants [Cl:1][C:2]([Cl:9])([Cl:8])[CH2:3][O:4][C:5](Cl)=[O:6].Cl.[OH:11][CH:12]1[O:20][C@H:19]([CH2:21][OH:22])[C@@H:17]([OH:18])[C@H:15]([OH:16])[C@H:13]1[NH2:14].C([O-])(O)=O.[Na+], predict the reaction product. The product is: [Cl:1][C:2]([Cl:9])([Cl:8])[CH2:3][O:4][C:5]([NH:14][C@H:13]([C@H:15]([C@@H:17]([C@@H:19]([CH2:21][OH:22])[OH:20])[OH:18])[OH:16])[CH:12]=[O:11])=[O:6]. (6) Given the reactants [C:1]1([C:8]2[CH:13]=[CH:12][CH:11]=[CH:10][CH:9]=2)[CH:6]=[CH:5][C:4]([OH:7])=[CH:3][CH:2]=1.Br[CH2:15][CH2:16][CH2:17][C:18]([O:20][CH3:21])=[O:19].C([O-])([O-])=O.[Cs+].[Cs+], predict the reaction product. The product is: [C:1]1([C:8]2[CH:13]=[CH:12][CH:11]=[CH:10][CH:9]=2)[CH:2]=[CH:3][C:4]([O:7][CH2:15][CH2:16][CH2:17][C:18]([O:20][CH3:21])=[O:19])=[CH:5][CH:6]=1. (7) Given the reactants Br[C:2]1[CH:7]=[CH:6][C:5]([S:8]([N:11]2[CH2:25][CH2:24][C:14]3([O:19][CH2:18][C:17](=[O:20])[N:16]([CH:21]4[CH2:23][CH2:22]4)[CH2:15]3)[CH2:13][CH:12]2[CH3:26])(=[O:10])=[O:9])=[CH:4][CH:3]=1.CC1(C)C(C)(C)OB([C:35]2[CH:44]=[C:43]3[C:38]([CH:39]=[CH:40][CH:41]=[N:42]3)=[CH:37][CH:36]=2)O1.C([O-])([O-])=O.[Cs+].[Cs+], predict the reaction product. The product is: [CH:21]1([N:16]2[CH2:15][C:14]3([CH2:24][CH2:25][N:11]([S:8]([C:5]4[CH:6]=[CH:7][C:2]([C:35]5[CH:44]=[C:43]6[C:38]([CH:39]=[CH:40][CH:41]=[N:42]6)=[CH:37][CH:36]=5)=[CH:3][CH:4]=4)(=[O:10])=[O:9])[CH:12]([CH3:26])[CH2:13]3)[O:19][CH2:18][C:17]2=[O:20])[CH2:23][CH2:22]1.